Dataset: Forward reaction prediction with 1.9M reactions from USPTO patents (1976-2016). Task: Predict the product of the given reaction. (1) Given the reactants [BH:1]1[CH:6]2[CH2:7][CH2:8][CH2:9][CH:2]1[CH2:3][CH2:4][CH2:5]2.[BH:10]1[CH:15]2[CH2:16][CH2:17][CH2:18][CH:11]1[CH2:12][CH2:13][CH2:14]2.C(=O)=O, predict the reaction product. The product is: [BH:1]1[CH:6]2[CH2:7][CH2:8][CH2:9][CH:2]1[CH2:3][CH2:4][CH2:5]2.[BH:10]1[CH:15]2[CH2:16][CH2:17][CH2:18][CH:11]1[CH2:12][CH2:13][CH2:14]2. (2) Given the reactants [OH:1][CH2:2][CH2:3][NH:4][C:5]([C@H:7]1[CH2:12][CH2:11][CH2:10][NH:9][CH2:8]1)=[O:6].Cl[C:14]1[N:15]=[C:16]([NH:29][CH2:30][C:31]2[CH:36]=[CH:35][CH:34]=[CH:33][N:32]=2)[C:17]2[C:22]([C:23]3[CH:28]=[CH:27][CH:26]=[CH:25][CH:24]=3)=[CH:21][S:20][C:18]=2[N:19]=1, predict the reaction product. The product is: [OH:1][CH2:2][CH2:3][NH:4][C:5]([C@H:7]1[CH2:12][CH2:11][CH2:10][N:9]([C:14]2[N:15]=[C:16]([NH:29][CH2:30][C:31]3[CH:36]=[CH:35][CH:34]=[CH:33][N:32]=3)[C:17]3[C:22]([C:23]4[CH:24]=[CH:25][CH:26]=[CH:27][CH:28]=4)=[CH:21][S:20][C:18]=3[N:19]=2)[CH2:8]1)=[O:6]. (3) Given the reactants [Br:1][C:2]1[CH:3]=[C:4]([N:9]2[C:13](=[O:14])[O:12][N:11]=[C:10]2[C:15]2[C:19]([NH:20][CH2:21][CH2:22][OH:23])=[N:18][O:17][N:16]=2)[CH:5]=[CH:6][C:7]=1[F:8].C(OCC)(=O)C.[CH3:30][S:31](Cl)(=[O:33])=[O:32].C(N(CC)CC)C, predict the reaction product. The product is: [CH3:30][S:31]([O:23][CH2:22][CH2:21][NH:20][C:19]1[C:15]([C:10]2[N:9]([C:4]3[CH:5]=[CH:6][C:7]([F:8])=[C:2]([Br:1])[CH:3]=3)[C:13](=[O:14])[O:12][N:11]=2)=[N:16][O:17][N:18]=1)(=[O:33])=[O:32]. (4) Given the reactants Br[C:2]1[CH:3]=[CH:4][C:5]2[O:14][CH2:13][CH2:12][C:11]3[S:10][C:9]([C:15]4[N:16]([CH:20]([CH3:22])[CH3:21])[N:17]=[CH:18][N:19]=4)=[N:8][C:7]=3[C:6]=2[CH:23]=1.[F:24][C:25]([F:36])([F:35])[C:26]1[C:31](B(O)O)=[CH:30][CH:29]=[CH:28][N:27]=1, predict the reaction product. The product is: [CH:20]([N:16]1[C:15]([C:9]2[S:10][C:11]3[CH2:12][CH2:13][O:14][C:5]4[CH:4]=[CH:3][C:2]([C:31]5[C:26]([C:25]([F:36])([F:35])[F:24])=[N:27][CH:28]=[CH:29][CH:30]=5)=[CH:23][C:6]=4[C:7]=3[N:8]=2)=[N:19][CH:18]=[N:17]1)([CH3:22])[CH3:21]. (5) Given the reactants [Si:1]([O:8][CH2:9][CH:10]1[CH2:14][N:13]([CH2:15][C:16]2[CH:21]=[CH:20][C:19]([O:22][CH3:23])=[CH:18][C:17]=2[O:24][CH3:25])[C:12](=[O:26])[CH2:11]1)([C:4]([CH3:7])([CH3:6])[CH3:5])([CH3:3])[CH3:2].CN(C)P(N(C)C)(N(C)C)=O.I[CH2:39][C:40]#[C:41][CH2:42][CH2:43][CH2:44][C:45]([O:47][CH3:48])=[O:46], predict the reaction product. The product is: [CH3:48][O:47][C:45](=[O:46])[CH2:44][CH2:43][CH2:42][C:41]#[C:40][CH2:39][C@@H:11]1[C@@H:10]([CH2:9][O:8][Si:1]([C:4]([CH3:7])([CH3:6])[CH3:5])([CH3:3])[CH3:2])[CH2:14][N:13]([CH2:15][C:16]2[CH:21]=[CH:20][C:19]([O:22][CH3:23])=[CH:18][C:17]=2[O:24][CH3:25])[C:12]1=[O:26]. (6) Given the reactants [F:1][C:2]1([F:25])[CH2:7][CH2:6][C:5]([CH2:9][NH:10][C:11]([C:13]2[C:14]3[CH:15]=[CH:16][C:17](Cl)=[N:18][C:19]=3[CH:20]=[CH:21][C:22]=2[Cl:23])=[O:12])(O)[CH2:4][CH2:3]1.CCN(C(C)C)C(C)C.[F:35][CH:36]1[CH2:40][NH:39][CH:38]([CH2:41][OH:42])[CH2:37]1, predict the reaction product. The product is: [F:1][C:2]1([F:25])[CH2:7][CH2:6][CH:5]([CH2:9][NH:10][C:11]([C:13]2[C:14]3[CH:15]=[CH:16][C:17]([N:39]4[CH2:40][CH:36]([F:35])[CH2:37][CH:38]4[CH2:41][OH:42])=[N:18][C:19]=3[CH:20]=[CH:21][C:22]=2[Cl:23])=[O:12])[CH2:4][CH2:3]1.